Dataset: Retrosynthesis with 50K atom-mapped reactions and 10 reaction types from USPTO. Task: Predict the reactants needed to synthesize the given product. (1) Given the product CC1c2c(cccc2-c2ccco2)CCN1C(=O)c1cc2ncc(Br)cn2n1, predict the reactants needed to synthesize it. The reactants are: CC1NCCc2cccc(-c3ccco3)c21.O=C(O)c1cc2ncc(Br)cn2n1. (2) Given the product CCCCCC(Oc1ccc(C2=CCCCC2)cc1)C(=O)O, predict the reactants needed to synthesize it. The reactants are: CCCCCC(Oc1ccc(C2=CCCCC2)cc1)C(=O)OCC. (3) Given the product CC(C)(C)OC(=O)COc1cccc2c1CCCCC2NS(=O)(=O)c1cc(Cl)cc(Cl)c1, predict the reactants needed to synthesize it. The reactants are: CC(C)(C)OC(=O)COc1cccc2c1CCCCC2N.O=S(=O)(Cl)c1cc(Cl)cc(Cl)c1. (4) The reactants are: CN.COC(=O)c1nc(C)c(-c2ccncc2)s1. Given the product CNC(=O)c1nc(C)c(-c2ccncc2)s1, predict the reactants needed to synthesize it. (5) Given the product COC(=O)c1ccc(C(F)(F)F)cc1SC, predict the reactants needed to synthesize it. The reactants are: COC(=O)c1ccc(C(F)(F)F)cc1Cl.C[S-]. (6) Given the product COC1N=C(c2ccccc2F)c2cc(C#CCN3C(=O)CCc4ccccc43)ccc2-n2c(C)nnc21, predict the reactants needed to synthesize it. The reactants are: C#CCN1C(=O)CCc2ccccc21.COC1N=C(c2ccccc2F)c2cc(I)ccc2-n2c(C)nnc21.